From a dataset of Catalyst prediction with 721,799 reactions and 888 catalyst types from USPTO. Predict which catalyst facilitates the given reaction. (1) Reactant: [C:1]1([C:7]2[CH:12]=[C:11]([C:13]3[CH:18]=[CH:17][CH:16]=[CH:15][CH:14]=3)[CH:10]=[C:9]([C:19]3[CH:24]=[CH:23][CH:22]=[CH:21][CH:20]=3)[C:8]=2[OH:25])[CH:6]=[CH:5][CH:4]=[CH:3][CH:2]=1.[Li]CCCC.Cl[P:32]1[O:36][C:35]([C:43]2[CH:48]=[CH:47][CH:46]=[CH:45][CH:44]=2)([C:37]2[CH:42]=[CH:41][CH:40]=[CH:39][CH:38]=2)[C:34]([C:55]2[CH:60]=[CH:59][CH:58]=[CH:57][CH:56]=2)([C:49]2[CH:54]=[CH:53][CH:52]=[CH:51][CH:50]=2)[O:33]1. Product: [C:43]1([C:35]2([C:37]3[CH:38]=[CH:39][CH:40]=[CH:41][CH:42]=3)[C:34]([C:49]3[CH:50]=[CH:51][CH:52]=[CH:53][CH:54]=3)([C:55]3[CH:60]=[CH:59][CH:58]=[CH:57][CH:56]=3)[O:33][P:32]([O:25][C:8]3[C:7]([C:1]4[CH:6]=[CH:5][CH:4]=[CH:3][CH:2]=4)=[CH:12][C:11]([C:13]4[CH:18]=[CH:17][CH:16]=[CH:15][CH:14]=4)=[CH:10][C:9]=3[C:19]3[CH:24]=[CH:23][CH:22]=[CH:21][CH:20]=3)[O:36]2)[CH:48]=[CH:47][CH:46]=[CH:45][CH:44]=1. The catalyst class is: 134. (2) Reactant: Cl.Cl.[NH:3]1[CH2:8][CH2:7][CH:6]([N:9]2[C:17]3[C:12](=[N:13][CH:14]=[CH:15][CH:16]=3)[NH:11][C:10]2=[O:18])[CH2:5][CH2:4]1.Cl[C:20]1[N:25]=[CH:24][N:23]=[C:22]([NH:26][C:27]2[CH:37]=[C:36]([CH3:38])[C:30]3[N:31]([CH3:35])[C:32](=[O:34])[O:33][C:29]=3[CH:28]=2)[CH:21]=1.CCN(C(C)C)C(C)C. Product: [CH3:35][N:31]1[C:30]2[C:36]([CH3:38])=[CH:37][C:27]([NH:26][C:22]3[N:23]=[CH:24][N:25]=[C:20]([N:3]4[CH2:4][CH2:5][CH:6]([N:9]5[C:17]6[C:12](=[N:13][CH:14]=[CH:15][CH:16]=6)[NH:11][C:10]5=[O:18])[CH2:7][CH2:8]4)[CH:21]=3)=[CH:28][C:29]=2[O:33][C:32]1=[O:34]. The catalyst class is: 18. (3) Reactant: [N+:1]([O-:4])(O)=[O:2].[CH3:5][C:6]1[S:10][C:9]([C:11]([OH:13])=[O:12])=[CH:8][CH:7]=1. Product: [CH3:5][C:6]1[S:10][C:9]([C:11]([OH:13])=[O:12])=[CH:8][C:7]=1[N+:1]([O-:4])=[O:2]. The catalyst class is: 152. (4) Reactant: O[CH2:2][CH:3]1[CH:7]2[O:8][C:9]([CH3:12])([CH3:11])[O:10][CH:6]2[CH:5]([N:13]2[C:17]3[N:18]=[CH:19][N:20]=[C:21]([NH:22][C:23](=[O:30])[C:24]4[CH:29]=[CH:28][CH:27]=[CH:26][CH:25]=4)[C:16]=3[N:15]=[N:14]2)[O:4]1.C1CCC(N=C=NC2CCCCC2)CC1.N1C=CC=CC=1.[CH2:52]([O:54][P:55]([CH:60]=P(C1C=CC=CC=1)(C1C=CC=CC=1)C1C=CC=CC=1)(=[O:59])[O:56][CH2:57][CH3:58])[CH3:53]. Product: [CH2:52]([O:54][P:55]([CH:60]=[CH:2][CH:3]1[CH:7]2[CH:6]([O:10][C:9]([CH3:11])([CH3:12])[O:8]2)[CH:5]([N:13]2[C:17]3[N:18]=[CH:19][N:20]=[C:21]([NH:22][C:23](=[O:30])[C:24]4[CH:29]=[CH:28][CH:27]=[CH:26][CH:25]=4)[C:16]=3[N:15]=[N:14]2)[O:4]1)(=[O:59])[O:56][CH2:57][CH3:58])[CH3:53]. The catalyst class is: 549. (5) Reactant: [CH:1]1([S:4]([NH:7][C:8]([C@@:10]23[CH2:25][C@H:24]2[CH:23]=[CH:22][CH2:21][CH2:20][CH2:19][CH2:18][CH2:17][C@H:16]([NH:26][C:27]([NH2:29])=[S:28])[C:15](=[O:30])[N:14]2[CH2:31][C@H:32]([O:34][C:35]4[C:36]5[O:53][C:52]6[CH:54]=[CH:55][CH:56]=[CH:57][C:51]=6[C:37]=5[N:38]=[C:39]([C:41]5[CH:46]=[CH:45][C:44]([O:47][CH:48]([CH3:50])[CH3:49])=[CH:43][CH:42]=5)[N:40]=4)[CH2:33][C@H:13]2[C:12](=[O:58])[NH:11]3)=[O:9])(=[O:6])=[O:5])[CH2:3][CH2:2]1.C(=O)(O)[O-].[Na+].Cl[CH:65]([CH3:69])[C:66](=O)[CH3:67]. Product: [CH:1]1([S:4]([NH:7][C:8]([C@@:10]23[CH2:25][C@H:24]2[CH:23]=[CH:22][CH2:21][CH2:20][CH2:19][CH2:18][CH2:17][C@H:16]([NH:26][C:27]2[S:28][C:65]([CH3:69])=[C:66]([CH3:67])[N:29]=2)[C:15](=[O:30])[N:14]2[CH2:31][C@H:32]([O:34][C:35]4[C:36]5[O:53][C:52]6[CH:54]=[CH:55][CH:56]=[CH:57][C:51]=6[C:37]=5[N:38]=[C:39]([C:41]5[CH:46]=[CH:45][C:44]([O:47][CH:48]([CH3:50])[CH3:49])=[CH:43][CH:42]=5)[N:40]=4)[CH2:33][C@H:13]2[C:12](=[O:58])[NH:11]3)=[O:9])(=[O:5])=[O:6])[CH2:3][CH2:2]1. The catalyst class is: 12.